This data is from Catalyst prediction with 721,799 reactions and 888 catalyst types from USPTO. The task is: Predict which catalyst facilitates the given reaction. (1) Reactant: [F:1][C:2]1[CH:7]=[C:6]([N+:8]([O-:10])=[O:9])[CH:5]=[CH:4][C:3]=1[CH2:11][CH2:12][CH2:13][C:14]1[NH:15][CH2:16][CH2:17][N:18]=1.[Mn]([O-])(=O)(=O)=O.[K+].CO. Product: [F:1][C:2]1[CH:7]=[C:6]([N+:8]([O-:10])=[O:9])[CH:5]=[CH:4][C:3]=1[CH2:11][CH2:12][CH2:13][C:14]1[NH:18][CH:17]=[CH:16][N:15]=1. The catalyst class is: 10. (2) Reactant: Br[C:2]1[C:3]([C:10]2[CH:18]=[CH:17][C:13]([N:14]([CH3:16])[CH3:15])=[CH:12][CH:11]=2)=[N:4][C:5]([O:8][CH3:9])=[CH:6][CH:7]=1.[CH3:19][O:20][C:21]1[CH:22]=[C:23]([CH:29]2[O:34][CH2:33][CH2:32][NH:31][CH2:30]2)[CH:24]=[C:25]([O:27][CH3:28])[CH:26]=1.CC1(C)C2C(=C(P(C3C=CC=CC=3)C3C=CC=CC=3)C=CC=2)OC2C(P(C3C=CC=CC=3)C3C=CC=CC=3)=CC=CC1=2.CC(C)([O-])C.[Na+]. Product: [CH3:28][O:27][C:25]1[CH:24]=[C:23]([CH:29]2[O:34][CH2:33][CH2:32][N:31]([C:2]3[C:3]([C:10]4[CH:18]=[CH:17][C:13]([N:14]([CH3:16])[CH3:15])=[CH:12][CH:11]=4)=[N:4][C:5]([O:8][CH3:9])=[CH:6][CH:7]=3)[CH2:30]2)[CH:22]=[C:21]([O:20][CH3:19])[CH:26]=1. The catalyst class is: 187. (3) Reactant: [NH2:1][C:2](=[N:11][O:12][C:13]([C:15]1[CH:16]=[N:17][CH:18]=[CH:19][C:20]=1[C:21]([F:24])([F:23])[F:22])=O)[CH2:3][C:4]([O:6][C:7]([CH3:10])([CH3:9])[CH3:8])=[O:5]. Product: [C:7]([O:6][C:4]([CH2:3][C:2]1[N:1]=[C:13]([C:15]2[CH:16]=[N:17][CH:18]=[CH:19][C:20]=2[C:21]([F:24])([F:23])[F:22])[O:12][N:11]=1)=[O:5])([CH3:10])([CH3:9])[CH3:8]. The catalyst class is: 11. (4) Reactant: [C:1]([O:5][C:6](=[O:29])[N:7]([CH:16]1[CH2:21][CH2:20][N:19]([CH2:22][C:23]2[CH:28]=[CH:27][CH:26]=[CH:25][CH:24]=2)[CH2:18][CH2:17]1)[CH2:8][C:9]1[CH:14]=[CH:13][C:12](Br)=[CH:11][CH:10]=1)([CH3:4])([CH3:3])[CH3:2].[CH3:30][NH:31][C:32]1[CH:37]=[CH:36][N:35]=[CH:34][CH:33]=1.CC(C)([O-])C.[Na+]. Product: [C:1]([O:5][C:6](=[O:29])[N:7]([CH:16]1[CH2:21][CH2:20][N:19]([CH2:22][C:23]2[CH:28]=[CH:27][CH:26]=[CH:25][CH:24]=2)[CH2:18][CH2:17]1)[CH2:8][C:9]1[CH:14]=[CH:13][C:12]([N:31]([CH3:30])[C:32]2[CH:37]=[CH:36][N:35]=[CH:34][CH:33]=2)=[CH:11][CH:10]=1)([CH3:4])([CH3:3])[CH3:2]. The catalyst class is: 12. (5) Reactant: [Cl:1][C:2]1[C:7]([C:8]#[N:9])=[CH:6][C:5]([C:10]2[C:19]3[C:14](=[CH:15][C:16]([S:20](OC4C(F)=C(F)C(F)=C(F)C=4F)(=[O:22])=[O:21])=[CH:17][CH:18]=3)[CH:13]=[CH:12][N:11]=2)=[C:4]([O:35][CH3:36])[CH:3]=1.[N:37]1[CH:42]=[CH:41][CH:40]=[N:39][C:38]=1[NH2:43].C1COCC1.C[Si]([N-][Si](C)(C)C)(C)C.[Li+]. Product: [Cl:1][C:2]1[C:7]([C:8]#[N:9])=[CH:6][C:5]([C:10]2[C:19]3[C:14](=[CH:15][C:16]([S:20]([NH:43][C:38]4[N:39]=[CH:40][CH:41]=[CH:42][N:37]=4)(=[O:22])=[O:21])=[CH:17][CH:18]=3)[CH:13]=[CH:12][N:11]=2)=[C:4]([O:35][CH3:36])[CH:3]=1. The catalyst class is: 818. (6) Reactant: Cl[CH2:2][C:3]1[C:8](=[O:9])[CH:7]=[CH:6][N:5]([C:10]2[CH:11]=[N:12][N:13]([CH3:15])[CH:14]=2)[N:4]=1.C1(P(C2C=CC=CC=2)C2C=CC=CC=2)C=CC=CC=1.[CH3:35][C:36]([CH3:39])([O-])[CH3:37].[K+].C1COCC1.[N:46]1[C:55]2[C:50](=CC=C[CH:54]=2)[C:49](C=O)=[CH:48][CH:47]=1. Product: [CH3:15][N:13]1[CH:14]=[C:10]([N:5]2[CH:6]=[CH:7][C:8](=[O:9])[C:3](/[CH:2]=[CH:35]/[C:36]3[CH:39]=[C:50]4[C:55](=[CH:54][CH:37]=3)[N:46]=[CH:47][CH:48]=[CH:49]4)=[N:4]2)[CH:11]=[N:12]1. The catalyst class is: 136. (7) Reactant: Br[CH2:2][C:3]1[CH:8]=[CH:7][C:6]([S:9](Cl)(=[O:11])=[O:10])=[CH:5][CH:4]=1.CCN(CC)CC.[NH2:20][CH2:21][C:22]1[CH:27]=[CH:26][CH:25]=[CH:24][N:23]=1.[NH2:28][CH:29]1[C:38]2[N:37]=[CH:36][CH:35]=[CH:34][C:33]=2[CH2:32][CH2:31][CH2:30]1. Product: [N:23]1[CH:24]=[CH:25][CH:26]=[CH:27][C:22]=1[CH2:21][NH:20][S:9]([C:6]1[CH:7]=[CH:8][C:3]([CH2:2][NH:28][CH:29]2[C:38]3[N:37]=[CH:36][CH:35]=[CH:34][C:33]=3[CH2:32][CH2:31][CH2:30]2)=[CH:4][CH:5]=1)(=[O:11])=[O:10]. The catalyst class is: 2. (8) Reactant: [C:1]([C@H:5]1[N:9]([CH3:10])[C:8](=[O:11])[CH2:7][N:6]1[C:12]([O:14][C:15]([CH3:18])([CH3:17])[CH3:16])=[O:13])([CH3:4])([CH3:3])[CH3:2].[Li+].[CH3:20]C([N-]C(C)C)C.C1COCC1.CCCCCCC.IC.[NH4+].[Cl-]. Product: [C:1]([C@H:5]1[N:9]([CH3:10])[C:8](=[O:11])[C@H:7]([CH3:20])[N:6]1[C:12]([O:14][C:15]([CH3:18])([CH3:17])[CH3:16])=[O:13])([CH3:4])([CH3:2])[CH3:3]. The catalyst class is: 1.